Dataset: Reaction yield outcomes from USPTO patents with 853,638 reactions. Task: Predict the reaction yield, written as a fraction of the theoretical maximum amount of product (1.0 means a 100% yield; for example, 0.34 means a 34% yield). (1) No catalyst specified. The reactants are [CH3:1][O:2][C:3](=[O:33])[C:4]1[CH:9]=[CH:8][C:7]([CH2:10][N:11]2[CH:15]=[C:14]([C:16]3[CH:21]=[CH:20][C:19]([Cl:22])=[CH:18][C:17]=3[Cl:23])[N:13]=[C:12]2/[CH:24]=[CH:25]/[C:26]2[CH:31]=[CH:30][C:29](Br)=[CH:28][CH:27]=2)=[CH:6][CH:5]=1.[F:34][C:35]1[CH:40]=[CH:39][C:38]([O:41][CH2:42][CH2:43][CH3:44])=[CH:37][C:36]=1B(O)O. The yield is 0.910. The product is [CH3:1][O:2][C:3](=[O:33])[C:4]1[CH:9]=[CH:8][C:7]([CH2:10][N:11]2[CH:15]=[C:14]([C:16]3[CH:21]=[CH:20][C:19]([Cl:22])=[CH:18][C:17]=3[Cl:23])[N:13]=[C:12]2/[CH:24]=[CH:25]/[C:26]2[CH:31]=[CH:30][C:29]([C:40]3[CH:39]=[C:38]([O:41][CH2:42][CH2:43][CH3:44])[CH:37]=[CH:36][C:35]=3[F:34])=[CH:28][CH:27]=2)=[CH:6][CH:5]=1. (2) The reactants are [CH:1]([N:14]1[C:26]2[CH:25]=[C:24]([C:27]([O:29]C)=[O:28])[CH:23]=[CH:22][C:21]=2[C:20]2[C:15]1=[CH:16][C:17]([C:33]1[C:34]([CH3:39])=[N:35][O:36][C:37]=1[CH3:38])=[CH:18][C:19]=2[C:31]#[N:32])([C:8]1[CH:13]=[CH:12][CH:11]=[CH:10][CH:9]=1)[C:2]1[CH:7]=[CH:6][CH:5]=[CH:4][CH:3]=1.[OH-].[Na+]. The catalyst is CO. The product is [C:31]([C:19]1[CH:18]=[C:17]([C:33]2[C:34]([CH3:39])=[N:35][O:36][C:37]=2[CH3:38])[CH:16]=[C:15]2[C:20]=1[C:21]1[CH:22]=[CH:23][C:24]([C:27]([OH:29])=[O:28])=[CH:25][C:26]=1[N:14]2[CH:1]([C:8]1[CH:13]=[CH:12][CH:11]=[CH:10][CH:9]=1)[C:2]1[CH:7]=[CH:6][CH:5]=[CH:4][CH:3]=1)#[N:32]. The yield is 0.970.